This data is from Reaction yield outcomes from USPTO patents with 853,638 reactions. The task is: Predict the reaction yield, written as a fraction of the theoretical maximum amount of product (1.0 means a 100% yield; for example, 0.34 means a 34% yield). The reactants are Br[C:2]1[CH:7]=[CH:6][C:5]([S:8](Cl)(=[O:10])=[O:9])=[C:4]([F:12])[CH:3]=1.CN.[CH2:15]([N:17](CC)CC)C.CC1(C)C(C)(C)OB([C:30]2[CH:31]=[N:32][C:33]([NH2:36])=[N:34][CH:35]=2)O1.C(=O)([O-])[O-].[K+].[K+]. The catalyst is C(Cl)Cl.O.C1(C)C=CC=CC=1.C(O)C.C1C=CC([P]([Pd]([P](C2C=CC=CC=2)(C2C=CC=CC=2)C2C=CC=CC=2)([P](C2C=CC=CC=2)(C2C=CC=CC=2)C2C=CC=CC=2)[P](C2C=CC=CC=2)(C2C=CC=CC=2)C2C=CC=CC=2)(C2C=CC=CC=2)C2C=CC=CC=2)=CC=1.CCOCC. The yield is 0.830. The product is [NH2:36][C:33]1[N:32]=[CH:31][C:30]([C:2]2[CH:7]=[CH:6][C:5]([S:8]([NH:17][CH3:15])(=[O:10])=[O:9])=[C:4]([F:12])[CH:3]=2)=[CH:35][N:34]=1.